From a dataset of NCI-60 drug combinations with 297,098 pairs across 59 cell lines. Regression. Given two drug SMILES strings and cell line genomic features, predict the synergy score measuring deviation from expected non-interaction effect. Drug 1: C1CN1C2=NC(=NC(=N2)N3CC3)N4CC4. Drug 2: C(CC(=O)O)C(=O)CN.Cl. Cell line: UO-31. Synergy scores: CSS=10.1, Synergy_ZIP=-7.54, Synergy_Bliss=-8.36, Synergy_Loewe=-44.6, Synergy_HSA=-7.67.